Dataset: Full USPTO retrosynthesis dataset with 1.9M reactions from patents (1976-2016). Task: Predict the reactants needed to synthesize the given product. (1) Given the product [Br:1][C:2]1[CH:3]=[C:4]([N:12]([C@H:15]2[CH2:16][CH2:17][C@H:18]([N:21]([CH3:22])[CH3:23])[CH2:19][CH2:20]2)[CH2:13][CH3:14])[C:5]([CH3:11])=[C:6]([CH:10]=1)[C:7]([NH:34][CH2:33][C:27]1[C:28]([CH3:32])=[N:29][N:30]([CH3:31])[C:26]=1[O:25][CH3:24])=[O:8], predict the reactants needed to synthesize it. The reactants are: [Br:1][C:2]1[CH:3]=[C:4]([N:12]([C@H:15]2[CH2:20][CH2:19][C@H:18]([N:21]([CH3:23])[CH3:22])[CH2:17][CH2:16]2)[CH2:13][CH3:14])[C:5]([CH3:11])=[C:6]([CH:10]=1)[C:7](O)=[O:8].[CH3:24][O:25][C:26]1[N:30]([CH3:31])[N:29]=[C:28]([CH3:32])[C:27]=1[CH2:33][NH2:34].C(N(CC)CC)C.C1CN([P+](ON2N=NC3C=CC=CC2=3)(N2CCCC2)N2CCCC2)CC1.F[P-](F)(F)(F)(F)F. (2) Given the product [CH:25]1([N:30]2[CH2:40][C:39]([CH3:41])([CH3:42])[C:38](=[O:43])[N:37]([CH3:44])[C:36]3[C:31]2=[N:32][C:33]([NH:45][C:46]2[CH:54]=[CH:53][C:49]([C:50]([NH:66][CH:67]4[CH2:72][CH2:71][N:70]([CH2:73][CH2:74][O:75][CH3:76])[CH2:69][CH2:68]4)=[O:51])=[CH:48][C:47]=2[O:55][CH3:56])=[N:34][CH:35]=3)[CH2:26][CH2:27][CH2:28][CH2:29]1, predict the reactants needed to synthesize it. The reactants are: CN(C(ON1N=NC2C=CC=NC1=2)=[N+](C)C)C.F[P-](F)(F)(F)(F)F.[CH:25]1([N:30]2[CH2:40][C:39]([CH3:42])([CH3:41])[C:38](=[O:43])[N:37]([CH3:44])[C:36]3[C:31]2=[N:32][C:33]([NH:45][C:46]2[CH:54]=[CH:53][C:49]([C:50](O)=[O:51])=[CH:48][C:47]=2[O:55][CH3:56])=[N:34][CH:35]=3)[CH2:29][CH2:28][CH2:27][CH2:26]1.CCN(C(C)C)C(C)C.[NH2:66][CH:67]1[CH2:72][CH2:71][N:70]([CH2:73][CH2:74][O:75][CH3:76])[CH2:69][CH2:68]1. (3) Given the product [Cl:19][C:6]1[C:5]2[C:10](=[CH:11][C:12]([O:13][CH3:14])=[C:3]([O:2][CH3:1])[CH:4]=2)[N:9]=[C:8]([CH3:15])[N:7]=1, predict the reactants needed to synthesize it. The reactants are: [CH3:1][O:2][C:3]1[CH:4]=[C:5]2[C:10](=[CH:11][C:12]=1[O:13][CH3:14])[N:9]=[C:8]([CH3:15])[NH:7][C:6]2=O.P(Cl)(Cl)([Cl:19])=O. (4) Given the product [Br:1][C:2]1[CH:3]=[C:4]2[C:9](=[CH:10][CH:11]=1)[N:8]([CH3:12])[C:7](=[O:13])[C:6]([C:14]([NH:30][NH:29][C:20](=[O:28])[CH2:21][CH2:22][CH2:23][CH2:24][CH2:25][CH2:26][CH3:27])=[O:16])=[C:5]2[OH:19], predict the reactants needed to synthesize it. The reactants are: [Br:1][C:2]1[CH:3]=[C:4]2[C:9](=[CH:10][CH:11]=1)[N:8]([CH3:12])[C:7](=[O:13])[C:6]([C:14]([O:16]CC)=O)=[C:5]2[OH:19].[C:20]([NH:29][NH2:30])(=[O:28])[CH2:21][CH2:22][CH2:23][CH2:24][CH2:25][CH2:26][CH3:27].